Dataset: Full USPTO retrosynthesis dataset with 1.9M reactions from patents (1976-2016). Task: Predict the reactants needed to synthesize the given product. (1) Given the product [CH:8]([C:7]1[N:6]=[C:45]([N:38]2[CH2:39][CH2:40][CH:35]([N:32]3[CH2:33][CH2:34][C@H:30]([O:29][C:26]4[CH:27]=[N:28][C:23]([S:20]([CH3:19])(=[O:21])=[O:22])=[CH:24][CH:25]=4)[C:31]3=[O:41])[CH2:36][CH2:37]2)[S:50][N:53]=1)([CH3:9])[CH3:10], predict the reactants needed to synthesize it. The reactants are: CS(O[N:6]=[C:7](Cl)[CH:8]([CH3:10])[CH3:9])(=O)=O.N1C=CC=CC=1.Cl.[CH3:19][S:20]([C:23]1[N:28]=[CH:27][C:26]([O:29][C@H:30]2[CH2:34][CH2:33][N:32]([CH:35]3[CH2:40][CH2:39][NH:38][CH2:37][CH2:36]3)[C:31]2=[O:41])=[CH:25][CH:24]=1)(=[O:22])=[O:21].FC1C=[C:45]([S:50]([N:53](C)C)(=O)=O)C=CC=1F. (2) Given the product [NH:19]1[C:27]2=[N:26][CH:25]=[CH:24][CH:23]=[C:22]2[C:21]([CH:28]=[C:12]2[O:11][C:10]([N:1]3[C:9]4[C:4](=[CH:5][CH:6]=[CH:7][CH:8]=4)[CH2:3][CH2:2]3)=[C:14]([C:15]([O:17][CH2:31][CH3:32])=[O:16])[C:13]2=[O:18])=[CH:20]1, predict the reactants needed to synthesize it. The reactants are: [N:1]1([C:10]2[O:11][CH2:12][C:13](=[O:18])[C:14]=2[C:15]([O-:17])=[O:16])[C:9]2[C:4](=[CH:5][CH:6]=[CH:7][CH:8]=2)[CH2:3][CH2:2]1.[NH:19]1[C:27]2[C:22](=[CH:23][CH:24]=[CH:25][N:26]=2)[C:21]([CH:28]=O)=[CH:20]1.N1CCC[C@H:31]1[C:32](O)=O. (3) Given the product [C:27]([O:31][C:32]([N:34]1[CH2:39][CH2:38][CH:37]([CH2:40][CH2:41][O:15][C:8]2[CH:9]=[C:10]([O:12][CH2:13][CH3:14])[CH:11]=[C:6]([CH:5]([NH:17][C:18]3[CH:19]=[CH:20][C:21]([C:24]#[N:25])=[CH:22][CH:23]=3)[C:4]([O:3][CH2:1][CH3:2])=[O:26])[C:7]=2[F:16])[CH2:36][CH2:35]1)=[O:33])([CH3:30])([CH3:29])[CH3:28], predict the reactants needed to synthesize it. The reactants are: [CH2:1]([O:3][C:4](=[O:26])[CH:5]([NH:17][C:18]1[CH:23]=[CH:22][C:21]([C:24]#[N:25])=[CH:20][CH:19]=1)[C:6]1[CH:11]=[C:10]([O:12][CH2:13][CH3:14])[CH:9]=[C:8]([OH:15])[C:7]=1[F:16])[CH3:2].[C:27]([O:31][C:32]([N:34]1[CH2:39][CH2:38][CH:37]([CH2:40][CH2:41]O)[CH2:36][CH2:35]1)=[O:33])([CH3:30])([CH3:29])[CH3:28].N(C(OCC)=O)=NC(OCC)=O.C1(P(C2C=CC=CC=2)C2C=CC=CC=2)C=CC=CC=1. (4) Given the product [CH3:18][S:17][C:14]1[CH:15]=[CH:16][C:11]([N:10]2[CH2:2][CH:3]3[CH2:4][N:5]([C:20]([O:22][C:23]([CH3:25])([CH3:24])[CH3:26])=[O:21])[CH2:6][CH2:7][N:8]3[C:9]2=[O:19])=[CH:12][CH:13]=1, predict the reactants needed to synthesize it. The reactants are: O[CH2:2][CH:3]1[N:8]([C:9](=[O:19])[NH:10][C:11]2[CH:16]=[CH:15][C:14]([S:17][CH3:18])=[CH:13][CH:12]=2)[CH2:7][CH2:6][N:5]([C:20]([O:22][C:23]([CH3:26])([CH3:25])[CH3:24])=[O:21])[CH2:4]1.C1CCN2C(=NCCC2)CC1.CS(Cl)(=O)=O.O. (5) Given the product [C:1]([C:4]1[CH:27]=[CH:26][C:7]([O:8][CH2:9][C:10]2[CH:15]=[CH:14][C:13]([C:16]([C:17]3[CH:18]=[C:19]([CH:22]=[CH:23][CH:24]=3)[C:20]#[N:21])=[O:25])=[CH:12][CH:11]=2)=[C:6]([CH2:28][CH2:29][CH3:30])[C:5]=1[OH:31])(=[O:3])[CH3:2], predict the reactants needed to synthesize it. The reactants are: [C:1]([C:4]1[CH:27]=[CH:26][C:7]([O:8][CH2:9][C:10]2[CH:15]=[CH:14][C:13]([CH:16]([OH:25])[C:17]3[CH:18]=[C:19]([CH:22]=[CH:23][CH:24]=3)[C:20]#[N:21])=[CH:12][CH:11]=2)=[C:6]([CH2:28][CH2:29][CH3:30])[C:5]=1[OH:31])(=[O:3])[CH3:2].CC(OI1(OC(C)=O)(OC(C)=O)OC(=O)C2C=CC=CC1=2)=O. (6) Given the product [CH2:1]([NH:12][C@H:13]([C:15]([N:17]1[C:23](=[O:24])[CH:22]([CH3:25])[C:21]2[CH:26]=[CH:27][CH:28]=[CH:29][C:20]=2[C:19]2[C:30]([NH2:34])=[CH:31][CH:32]=[CH:33][C:18]1=2)=[O:16])[CH3:14])/[CH:2]=[CH:3]/[C:4]1[CH:9]=[CH:8][CH:7]=[CH:6][CH:5]=1, predict the reactants needed to synthesize it. The reactants are: [C:1](O)(=O)/[CH:2]=[CH:3]/[C:4]1[CH:9]=[CH:8][CH:7]=[CH:6][CH:5]=1.[NH2:12][C@H:13]([C:15]([N:17]1[C:23](=[O:24])[CH:22]([CH3:25])[C:21]2[CH:26]=[CH:27][CH:28]=[CH:29][C:20]=2[C:19]2[C:30]([NH2:34])=[CH:31][CH:32]=[CH:33][C:18]1=2)=[O:16])[CH3:14]. (7) Given the product [OH:16][CH2:15][C:14]([NH:13][C:11]([C:10]1[C:4]2[C:5](=[N:6][CH:7]=[C:2]([NH:33][C:29]3[CH:28]=[N:27][CH:32]=[CH:31][CH:30]=3)[N:3]=2)[N:8]([CH2:19][O:20][CH2:21][CH2:22][Si:23]([CH3:26])([CH3:25])[CH3:24])[CH:9]=1)=[O:12])([CH3:18])[CH3:17], predict the reactants needed to synthesize it. The reactants are: Br[C:2]1[N:3]=[C:4]2[C:10]([C:11]([NH:13][C:14]([CH3:18])([CH3:17])[CH2:15][OH:16])=[O:12])=[CH:9][N:8]([CH2:19][O:20][CH2:21][CH2:22][Si:23]([CH3:26])([CH3:25])[CH3:24])[C:5]2=[N:6][CH:7]=1.[N:27]1[CH:32]=[CH:31][CH:30]=[C:29]([NH2:33])[CH:28]=1.CC1(C)C2C(=C(P(C3C=CC=CC=3)C3C=CC=CC=3)C=CC=2)OC2C(P(C3C=CC=CC=3)C3C=CC=CC=3)=CC=CC1=2.C(=O)([O-])[O-].[Cs+].[Cs+]. (8) Given the product [CH:33]1([C:2]2[N:28]=[C:27]([C:29]([F:32])([F:31])[F:30])[CH:26]=[CH:25][C:3]=2[C:4]([NH:6][CH2:7][C:8]2([CH2:21][CH:22]3[CH2:24][CH2:23]3)[CH2:13][CH2:12][CH:11]([S:14]([CH2:17][CH:18]3[CH2:20][CH2:19]3)(=[O:16])=[O:15])[CH2:10][CH2:9]2)=[O:5])[CH2:35][CH2:34]1, predict the reactants needed to synthesize it. The reactants are: Cl[C:2]1[N:28]=[C:27]([C:29]([F:32])([F:31])[F:30])[CH:26]=[CH:25][C:3]=1[C:4]([NH:6][CH2:7][C:8]1([CH2:21][CH:22]2[CH2:24][CH2:23]2)[CH2:13][CH2:12][CH:11]([S:14]([CH2:17][CH:18]2[CH2:20][CH2:19]2)(=[O:16])=[O:15])[CH2:10][CH2:9]1)=[O:5].[CH:33]1(B(O)O)[CH2:35][CH2:34]1.C1(P(C2CCCCC2)C2CCCCC2)CCCCC1.P([O-])([O-])([O-])=O.[K+].[K+].[K+].